From a dataset of Experimentally validated miRNA-target interactions with 360,000+ pairs, plus equal number of negative samples. Binary Classification. Given a miRNA mature sequence and a target amino acid sequence, predict their likelihood of interaction. (1) The miRNA is mmu-miR-466h-5p with sequence UGUGUGCAUGUGCUUGUGUGUA. The protein sequence of the target gene is MDGKRRPGPGPGVPPKRARGGLWDDDDAPRPSQFEEDLALMEEMEAEHRLQEQEEEELQSVLEGVADGQVPPSAIDPRWLRPTPPALDPQTEPLIFQQLEIDHYVGPAQPVPGGPPPSRGSVPVLRAFGVTDEGFSVCCHIHGFAPYFYTPAPPGFGPEHMGDLQRELNLAISRDSRGGRELTGPAVLAVELCSRESMFGYHGHGPSPFLRITVALPRLVAPARRLLEQGIRVAGLGTPSFAPYEANVDFEIRFMVDTDIVGCNWLELPAGKYALRLKEKATQCQLEADVLWSDVVSHPP.... Result: 0 (no interaction). (2) The miRNA is mmu-let-7a-5p with sequence UGAGGUAGUAGGUUGUAUAGUU. The protein sequence of the target gene is MASKSWLNFLVFLCGSAIGFFLCSQLLSILLREEAAIQPNMLHNDPHARHSDDNGHSHLKGQMNFNADSSQHKDENIDVAENLYQKVKILCWVMTSPQNLEKKAKHVKATWAQRCNKVLFMSSEENQDFPTVGLKTKEGREQLYWKTIKAFQYVHDHYLEDADWFMKADDDTYVIVDNLRWLLSKYNPEQPIYFGRRFKPYVKQGYMSGGAGYVLSKEALRRFVNAFKTEKCTHSSSIEDLALGRCMEIINVEAGDSRDTIGKETFHPFVPEHHLIKGYLPKTFWYWNYNYYPPIEGPGC.... Result: 0 (no interaction). (3) The miRNA is hsa-miR-26b-5p with sequence UUCAAGUAAUUCAGGAUAGGU. The protein sequence of the target gene is MASNSTKSFLADAGYGEQELDANSALMELDKGLRSGKLGEQCEAVVRFPRLFQKYPFPILINSAFLKLADVFRVGNNFLRLCVLKVTQQSEKHLEKILNVDEFVKRIFSVIHSNDPVARAITLRMLGSLASIIPERKNAHHSIRQSLDSHDNVEVEAAVFAAANFSAQSKDFAVGICNKISEMIQGLATPVDLKLKLIPILQHMHHDAILASSARQLLQQLVTSYPSTKMVIVSLHTFTLLAASSLVDTPKQIQLLLQYLKNDPRKAVKRLAIQDLKLLANKTPHTWSRENIQALCECAL.... Result: 1 (interaction).